Dataset: Forward reaction prediction with 1.9M reactions from USPTO patents (1976-2016). Task: Predict the product of the given reaction. (1) Given the reactants [CH2:1]([O:8][CH2:9][CH2:10][CH2:11][C:12]([OH:14])=O)[C:2]1[CH:7]=[CH:6][CH:5]=[CH:4][CH:3]=1.C1CCC(N=C=NC2CCCCC2)CC1.[C:30]([O:33][C@H:34]([C:37]#[C:38][C:39]#[C:40][C@H:41]([NH2:51])[CH2:42][CH2:43][CH2:44][CH2:45][CH2:46][CH2:47][CH2:48][CH2:49][CH3:50])[CH:35]=[CH2:36])(=[O:32])[CH3:31], predict the reaction product. The product is: [C:30]([O:33][C@H:34]([C:37]#[C:38][C:39]#[C:40][C@H:41]([NH:51][C:12](=[O:14])[CH2:11][CH2:10][CH2:9][O:8][CH2:1][C:2]1[CH:3]=[CH:4][CH:5]=[CH:6][CH:7]=1)[CH2:42][CH2:43][CH2:44][CH2:45][CH2:46][CH2:47][CH2:48][CH2:49][CH3:50])[CH:35]=[CH2:36])(=[O:32])[CH3:31]. (2) Given the reactants [C@H:1]12[CH2:7][C:6](=[CH:8][C:9]([O:11][C:12]([CH3:15])([CH3:14])[CH3:13])=[O:10])[C@H:5]1[CH:4]=[CH:3][CH2:2]2.N12CCCN=C1CCCCC2.[N+:27]([CH3:30])([O-:29])=[O:28], predict the reaction product. The product is: [N+:27]([CH2:30][C@@:6]1([CH2:8][C:9]([O:11][C:12]([CH3:15])([CH3:14])[CH3:13])=[O:10])[CH2:7][C@H:1]2[C@@H:5]1[CH:4]=[CH:3][CH2:2]2)([O-:29])=[O:28]. (3) Given the reactants Cl[C:2]1[CH:3]=[CH:4][C:5]2[N:6]([C:8]([CH2:15][N:16]3[CH2:20][CH:19]([CH:21]=[C:22]([F:24])[F:23])[CH2:18][C:17]3=[O:25])=[C:9]([C:11]([F:14])([F:13])[F:12])[N:10]=2)[N:7]=1.[CH2:26]([NH2:30])[CH2:27][CH2:28][CH3:29].C(=O)([O-])[O-].[K+].[K+], predict the reaction product. The product is: [CH2:26]([NH:30][C:2]1[CH:3]=[CH:4][C:5]2[N:6]([C:8]([CH2:15][N:16]3[CH2:20][CH:19]([CH:21]=[C:22]([F:24])[F:23])[CH2:18][C:17]3=[O:25])=[C:9]([C:11]([F:14])([F:13])[F:12])[N:10]=2)[N:7]=1)[CH2:27][CH2:28][CH3:29]. (4) Given the reactants C([O:3][C:4](=[O:37])[CH2:5][O:6][C:7]1[CH:12]=[CH:11][C:10]([N:13]([CH3:31])[CH2:14][C:15]2[S:19][C:18]([C:20]3[CH:25]=[CH:24][C:23]([C:26]([F:29])([F:28])[F:27])=[CH:22][CH:21]=3)=[N:17][C:16]=2[CH3:30])=[CH:9][C:8]=1[CH2:32][CH2:33][CH2:34][O:35][CH3:36])C.[OH-].[Na+], predict the reaction product. The product is: [CH3:36][O:35][CH2:34][CH2:33][CH2:32][C:8]1[CH:9]=[C:10]([N:13]([CH3:31])[CH2:14][C:15]2[S:19][C:18]([C:20]3[CH:21]=[CH:22][C:23]([C:26]([F:28])([F:29])[F:27])=[CH:24][CH:25]=3)=[N:17][C:16]=2[CH3:30])[CH:11]=[CH:12][C:7]=1[O:6][CH2:5][C:4]([OH:37])=[O:3].